Dataset: NCI-60 drug combinations with 297,098 pairs across 59 cell lines. Task: Regression. Given two drug SMILES strings and cell line genomic features, predict the synergy score measuring deviation from expected non-interaction effect. (1) Drug 1: CC1C(C(CC(O1)OC2CC(CC3=C2C(=C4C(=C3O)C(=O)C5=C(C4=O)C(=CC=C5)OC)O)(C(=O)C)O)N)O.Cl. Drug 2: C1CNP(=O)(OC1)N(CCCl)CCCl. Cell line: MCF7. Synergy scores: CSS=19.8, Synergy_ZIP=3.61, Synergy_Bliss=2.57, Synergy_Loewe=-32.2, Synergy_HSA=1.36. (2) Drug 1: CCN(CC)CCNC(=O)C1=C(NC(=C1C)C=C2C3=C(C=CC(=C3)F)NC2=O)C. Drug 2: CC(C)(C1=NC(=CC=C1)N2C3=NC(=NC=C3C(=O)N2CC=C)NC4=CC=C(C=C4)N5CCN(CC5)C)O. Cell line: NCIH23. Synergy scores: CSS=71.1, Synergy_ZIP=0.920, Synergy_Bliss=0.411, Synergy_Loewe=-6.54, Synergy_HSA=5.36. (3) Drug 1: CC1=C(C(CCC1)(C)C)C=CC(=CC=CC(=CC(=O)O)C)C. Drug 2: CC1=C(N=C(N=C1N)C(CC(=O)N)NCC(C(=O)N)N)C(=O)NC(C(C2=CN=CN2)OC3C(C(C(C(O3)CO)O)O)OC4C(C(C(C(O4)CO)O)OC(=O)N)O)C(=O)NC(C)C(C(C)C(=O)NC(C(C)O)C(=O)NCCC5=NC(=CS5)C6=NC(=CS6)C(=O)NCCC[S+](C)C)O. Cell line: SW-620. Synergy scores: CSS=9.20, Synergy_ZIP=-3.39, Synergy_Bliss=-3.54, Synergy_Loewe=-25.7, Synergy_HSA=-2.55. (4) Drug 1: CNC(=O)C1=CC=CC=C1SC2=CC3=C(C=C2)C(=NN3)C=CC4=CC=CC=N4. Drug 2: CC1C(C(CC(O1)OC2CC(CC3=C2C(=C4C(=C3O)C(=O)C5=C(C4=O)C(=CC=C5)OC)O)(C(=O)C)O)N)O.Cl. Cell line: UO-31. Synergy scores: CSS=18.8, Synergy_ZIP=-2.99, Synergy_Bliss=3.47, Synergy_Loewe=-5.03, Synergy_HSA=3.49.